This data is from Forward reaction prediction with 1.9M reactions from USPTO patents (1976-2016). The task is: Predict the product of the given reaction. Given the reactants C([O:8][C:9]1[C:10]([CH3:30])=[CH:11][C:12]([NH2:29])=[N:13][C:14]=1[CH2:15][CH2:16][CH2:17][CH2:18][CH2:19][CH2:20][CH2:21][CH2:22][CH2:23][CH2:24][O:25]COC)C1C=CC=CC=1, predict the reaction product. The product is: [NH2:29][C:12]1[N:13]=[C:14]([CH2:15][CH2:16][CH2:17][CH2:18][CH2:19][CH2:20][CH2:21][CH2:22][CH2:23][CH2:24][OH:25])[C:9]([OH:8])=[C:10]([CH3:30])[CH:11]=1.